This data is from TCR-epitope binding with 47,182 pairs between 192 epitopes and 23,139 TCRs. The task is: Binary Classification. Given a T-cell receptor sequence (or CDR3 region) and an epitope sequence, predict whether binding occurs between them. (1) The epitope is ILGLPTQTV. The TCR CDR3 sequence is CATTGGETQYF. Result: 0 (the TCR does not bind to the epitope). (2) The epitope is VTIAEILLI. The TCR CDR3 sequence is CASSLGWGGDTQYF. Result: 0 (the TCR does not bind to the epitope). (3) The epitope is RQLLFVVEV. The TCR CDR3 sequence is CASSHYTGTGNTEAFF. Result: 1 (the TCR binds to the epitope). (4) The epitope is KTSVDCTMYI. The TCR CDR3 sequence is CASSLKAPEAFF. Result: 0 (the TCR does not bind to the epitope). (5) The epitope is HSKKKCDEL. The TCR CDR3 sequence is CASSGQSYGYTF. Result: 0 (the TCR does not bind to the epitope).